Predict the product of the given reaction. From a dataset of Forward reaction prediction with 1.9M reactions from USPTO patents (1976-2016). (1) Given the reactants [Si:1]([O:8][CH2:9][C@H:10]([CH3:28])[O:11][C:12]1[CH:13]=[C:14]([CH:24]=[C:25]([OH:27])[CH:26]=1)[C:15]([NH:17][C:18]1[CH:22]=[CH:21][N:20]([CH3:23])[N:19]=1)=[O:16])([C:4]([CH3:7])([CH3:6])[CH3:5])([CH3:3])[CH3:2].[CH2:29]([O:31][C:32]([C:34]1[CH:39]=[CH:38][C:37](B(O)O)=[CH:36][CH:35]=1)=[O:33])[CH3:30].C(N(CC)CC)C, predict the reaction product. The product is: [Si:1]([O:8][CH2:9][C@H:10]([CH3:28])[O:11][C:12]1[CH:26]=[C:25]([CH:24]=[C:14]([C:15]([NH:17][C:18]2[CH:22]=[CH:21][N:20]([CH3:23])[N:19]=2)=[O:16])[CH:13]=1)[O:27][C:37]1[CH:38]=[CH:39][C:34]([C:32]([O:31][CH2:29][CH3:30])=[O:33])=[CH:35][CH:36]=1)([C:4]([CH3:7])([CH3:5])[CH3:6])([CH3:3])[CH3:2]. (2) Given the reactants [CH3:1][O:2][C:3](=[O:25])[CH2:4][CH2:5][C:6]1[CH:11]=[CH:10][C:9]([CH2:12][O:13][C:14]2[CH:19]=[C:18]([F:20])[CH:17]=[CH:16][C:15]=2[F:21])=[CH:8][C:7]=1[C:22]([OH:24])=O.[CH:26]1[C:35]2[C:30](=[CH:31][CH:32]=[CH:33][CH:34]=2)[CH:29]=[CH:28][C:27]=1[C@H:36]([NH2:38])[CH3:37].C(N=C=NCCCN(C)C)C.ON1C2C=CC=CC=2N=N1, predict the reaction product. The product is: [CH3:1][O:2][C:3](=[O:25])[CH2:4][CH2:5][C:6]1[CH:11]=[CH:10][C:9]([CH2:12][O:13][C:14]2[CH:19]=[C:18]([F:20])[CH:17]=[CH:16][C:15]=2[F:21])=[CH:8][C:7]=1[C:22]([NH:38][C@@H:36]([C:27]1[CH:28]=[CH:29][C:30]2[C:35](=[CH:34][CH:33]=[CH:32][CH:31]=2)[CH:26]=1)[CH3:37])=[O:24]. (3) Given the reactants [CH3:1][O:2][C:3](=[O:15])[C:4]([NH2:14])([C:8]1[CH:13]=[CH:12][CH:11]=[CH:10][CH:9]=1)[CH2:5][CH:6]=[CH2:7].[CH3:16][C:17]([O:20][C:21](O[C:21]([O:20][C:17]([CH3:19])([CH3:18])[CH3:16])=[O:22])=[O:22])([CH3:19])[CH3:18], predict the reaction product. The product is: [CH3:1][O:2][C:3](=[O:15])[C:4]([NH:14][C:21]([O:20][C:17]([CH3:19])([CH3:18])[CH3:16])=[O:22])([C:8]1[CH:13]=[CH:12][CH:11]=[CH:10][CH:9]=1)[CH2:5][CH:6]=[CH2:7]. (4) Given the reactants [CH2:1]([C:4]1[N:5]([CH2:17][CH2:18][CH2:19][CH2:20][CH2:21][C:22]([OH:24])=O)[C:6]2[C:15]3[CH:14]=[CH:13][CH:12]=[CH:11][C:10]=3[N:9]=[CH:8][C:7]=2[N:16]=1)[CH2:2][CH3:3].C(Cl)(=O)C(Cl)=O.Cl.[CH3:32][NH:33][O:34][CH3:35].C(N(CC)CC)C, predict the reaction product. The product is: [CH3:35][O:34][N:33]([CH3:32])[C:22](=[O:24])[CH2:21][CH2:20][CH2:19][CH2:18][CH2:17][N:5]1[C:6]2[C:15]3[CH:14]=[CH:13][CH:12]=[CH:11][C:10]=3[N:9]=[CH:8][C:7]=2[N:16]=[C:4]1[CH2:1][CH2:2][CH3:3]. (5) The product is: [CH3:21][N:22]1[C:5]2[C:6]([N+:10]([O-:12])=[O:11])=[CH:7][CH:8]=[CH:9][C:4]=2[C:3](=[O:14])[N:25]([CH3:26])[CH2:24][CH2:23]1. Given the reactants CO[C:3](=[O:14])[C:4]1[CH:9]=[CH:8][CH:7]=[C:6]([N+:10]([O-:12])=[O:11])[C:5]=1Cl.C([O-])([O-])=O.[Na+].[Na+].[CH3:21][NH:22][CH2:23][CH2:24][NH:25][CH3:26], predict the reaction product. (6) Given the reactants Br[C:2]1[N:3]=[C:4]2[C:10]([CH:11]=[O:12])=[CH:9][N:8]([CH2:13][O:14][CH2:15][CH2:16][Si:17]([CH3:20])([CH3:19])[CH3:18])[C:5]2=[N:6][CH:7]=1.[Cl:21][C:22]1[CH:30]=[C:29]2[C:25]([C:26]([Sn](CCCC)(CCCC)CCCC)=[N:27][N:28]2[CH3:31])=[CH:24][CH:23]=1, predict the reaction product. The product is: [Cl:21][C:22]1[CH:30]=[C:29]2[C:25]([C:26]([C:2]3[N:3]=[C:4]4[C:10]([CH:11]=[O:12])=[CH:9][N:8]([CH2:13][O:14][CH2:15][CH2:16][Si:17]([CH3:20])([CH3:19])[CH3:18])[C:5]4=[N:6][CH:7]=3)=[N:27][N:28]2[CH3:31])=[CH:24][CH:23]=1.